Dataset: Catalyst prediction with 721,799 reactions and 888 catalyst types from USPTO. Task: Predict which catalyst facilitates the given reaction. (1) Reactant: Br[C:2]1[S:3][C:4]([C:7]([O:9][CH3:10])=[O:8])=[CH:5][N:6]=1.[OH:11][CH2:12][CH2:13][N:14]1[CH2:19][CH2:18][NH:17][CH2:16][CH2:15]1.C(=O)([O-])[O-].[K+].[K+]. Product: [CH3:10][O:9][C:7]([C:4]1[S:3][C:2]([N:17]2[CH2:18][CH2:19][N:14]([CH2:13][CH2:12][OH:11])[CH2:15][CH2:16]2)=[N:6][CH:5]=1)=[O:8]. The catalyst class is: 10. (2) Reactant: [Cl-].[CH3:2][O:3][CH2:4][P+](C1C=CC=CC=1)(C1C=CC=CC=1)C1C=CC=CC=1.[H-].[Na+].[CH3:26][C:27]1[C:28]([C:34]([CH:36]2[CH2:38][CH2:37]2)=O)=[N:29][CH:30]=[CH:31][C:32]=1[Cl:33]. Product: [CH:36]1([C:34]([C:28]2[C:27]([CH3:26])=[C:32]([Cl:33])[CH:31]=[CH:30][N:29]=2)=[CH:2][O:3][CH3:4])[CH2:38][CH2:37]1. The catalyst class is: 1. (3) Reactant: [OH:1][C:2]1[CH:7]=[C:6]([CH3:8])[C:5]([C:9]2[CH:14]=[CH:13][CH:12]=[C:11]([CH2:15][O:16][C:17]3[CH:22]=[CH:21][C:20]([C:23]4([CH2:27][C:28]([O:30][CH2:31][CH3:32])=[O:29])[CH2:26][O:25][CH2:24]4)=[CH:19][CH:18]=3)[CH:10]=2)=[C:4]([CH3:33])[CH:3]=1.CC1C=CC(S(O[CH2:45][CH:46]2[CH2:50][CH2:49][CH2:48][O:47]2)(=O)=O)=CC=1.C(=O)([O-])[O-].[Cs+].[Cs+]. Product: [CH3:8][C:6]1[CH:7]=[C:2]([O:1][CH2:45][CH:46]2[CH2:50][CH2:49][CH2:48][O:47]2)[CH:3]=[C:4]([CH3:33])[C:5]=1[C:9]1[CH:14]=[CH:13][CH:12]=[C:11]([CH2:15][O:16][C:17]2[CH:22]=[CH:21][C:20]([C:23]3([CH2:27][C:28]([O:30][CH2:31][CH3:32])=[O:29])[CH2:24][O:25][CH2:26]3)=[CH:19][CH:18]=2)[CH:10]=1. The catalyst class is: 3. (4) Reactant: [Cl:1][C:2]1[CH:3]=[C:4]([CH:8]2[C:12]([C:15]3[CH:16]=[N:17][C:18]([Cl:21])=[CH:19][CH:20]=3)([C:13]#[N:14])[CH:11]([CH2:22][C:23]([CH3:26])([CH3:25])[CH3:24])[NH:10][CH:9]2[C:27]([OH:29])=O)[CH:5]=[CH:6][CH:7]=1.[CH3:30][C:31]1([CH3:39])[O:35][C@@H:34]([CH2:36][CH2:37][NH2:38])[CH2:33][O:32]1.CN(C(ON1N=NC2C=CC=NC1=2)=[N+](C)C)C.F[P-](F)(F)(F)(F)F.CCN(C(C)C)C(C)C. Product: [CH3:30][C:31]1([CH3:39])[O:35][C@@H:34]([CH2:36][CH2:37][NH:38][C:27]([CH:9]2[CH:8]([C:4]3[CH:5]=[CH:6][CH:7]=[C:2]([Cl:1])[CH:3]=3)[C:12]([C:15]3[CH:16]=[N:17][C:18]([Cl:21])=[CH:19][CH:20]=3)([C:13]#[N:14])[CH:11]([CH2:22][C:23]([CH3:26])([CH3:25])[CH3:24])[NH:10]2)=[O:29])[CH2:33][O:32]1. The catalyst class is: 2.